This data is from Forward reaction prediction with 1.9M reactions from USPTO patents (1976-2016). The task is: Predict the product of the given reaction. (1) Given the reactants [NH2:1][C:2]1[CH:11]=[C:10]([Cl:12])[C:9]([I:13])=[CH:8][C:3]=1[C:4]([O:6]C)=O.[C:14]1([CH3:27])[CH:19]=[CH:18][CH:17]=[CH:16][C:15]=1[O:20][CH2:21][C:22](OCC)=[O:23].C[Si]([N-][Si](C)(C)C)(C)C.[K+], predict the reaction product. The product is: [Cl:12][C:10]1[CH:11]=[C:2]2[C:3]([C:4]([OH:6])=[C:21]([O:20][C:15]3[CH:16]=[CH:17][CH:18]=[CH:19][C:14]=3[CH3:27])[C:22](=[O:23])[NH:1]2)=[CH:8][C:9]=1[I:13]. (2) Given the reactants [OH:1][C@@H](C1N([C@@H]2CO[C@@H](CC#N)CC2)C2=C3SC=CC3=NC=C2N=1)C.[OH:25][C@@H:26]([C:28]1[N:39]([C@@H:40]2[CH2:45][O:44][C@H:43]([CH2:46][C:47]#[N:48])[CH2:42][CH2:41]2)[C:31]2=[C:32]3[S:38][CH:37]=[CH:36][C:33]3=[N:34][CH:35]=[C:30]2[N:29]=1)[CH3:27].CC(C)([O-])C.[K+].C1COCC1.Cl, predict the reaction product. The product is: [OH2:1].[OH:25][C@@H:26]([C:28]1[N:39]([C@@H:40]2[CH2:45][O:44][C@@H:43]([CH2:46][C:47]#[N:48])[CH2:42][CH2:41]2)[C:31]2=[C:32]3[S:38][CH:37]=[CH:36][C:33]3=[N:34][CH:35]=[C:30]2[N:29]=1)[CH3:27]. (3) Given the reactants [NH2:1][C:2]1[CH:3]=[CH:4][C:5]([O:16][C:17]2[CH:22]=[CH:21][CH:20]=[CH:19][CH:18]=2)=[C:6]([C:8]2[CH:9]=[CH:10][C:11](=[O:15])[N:12]([CH3:14])[N:13]=2)[CH:7]=1.[CH3:23][C:24]1[CH:29]=[CH:28][C:27]([S:30](Cl)(=[O:32])=[O:31])=[CH:26][CH:25]=1.C(N(CC)CC)C, predict the reaction product. The product is: [CH3:23][C:24]1[CH:29]=[CH:28][C:27]([S:30]([NH:1][C:2]2[CH:3]=[CH:4][C:5]([O:16][C:17]3[CH:18]=[CH:19][CH:20]=[CH:21][CH:22]=3)=[C:6]([C:8]3[CH:9]=[CH:10][C:11](=[O:15])[N:12]([CH3:14])[N:13]=3)[CH:7]=2)(=[O:32])=[O:31])=[CH:26][CH:25]=1. (4) Given the reactants [OH:1][C:2]1[CH:9]=[C:8]([O:10][CH3:11])[CH:7]=[CH:6][C:3]=1[CH:4]=O.C([O-])=O.[NH4+], predict the reaction product. The product is: [CH3:11][O:10][C:8]1[CH:7]=[CH:6][C:3]([CH3:4])=[C:2]([OH:1])[CH:9]=1. (5) Given the reactants [CH3:1][O:2][C:3]1[CH:4]=[C:5]2[C:10](=[CH:11][C:12]=1[O:13][CH3:14])[N:9]=[CH:8][CH:7]=[C:6]2[O:15][C:16]1[CH:17]=[C:18]([O:26][CH3:27])[C:19]([CH2:22][C:23]([OH:25])=O)=[N:20][CH:21]=1.[CH3:28][C:29]1[S:33][C:32]([NH:34][CH3:35])=[N:31][CH:30]=1, predict the reaction product. The product is: [CH3:35][N:34]([C:32]1[S:33][C:29]([CH3:28])=[CH:30][N:31]=1)[C:23](=[O:25])[CH2:22][C:19]1[C:18]([O:26][CH3:27])=[CH:17][C:16]([O:15][C:6]2[C:5]3[C:10](=[CH:11][C:12]([O:13][CH3:14])=[C:3]([O:2][CH3:1])[CH:4]=3)[N:9]=[CH:8][CH:7]=2)=[CH:21][N:20]=1. (6) Given the reactants [CH2:1]([O:3][C:4]([C:6]1[C:14]2[C:9](=[CH:10][CH:11]=[C:12]([OH:15])[CH:13]=2)[N:8]([C:16]2[CH:21]=[CH:20][CH:19]=[C:18]([Cl:22])[CH:17]=2)[C:7]=1[CH2:23][C:24]([O:26][CH2:27][CH3:28])=[O:25])=[O:5])[CH3:2].[F:29][C:30]([F:41])([F:40])[C:31]1[CH:36]=[CH:35][C:34](B(O)O)=[CH:33][CH:32]=1, predict the reaction product. The product is: [CH2:1]([O:3][C:4]([C:6]1[C:14]2[C:9](=[CH:10][CH:11]=[C:12]([O:15][C:34]3[CH:35]=[CH:36][C:31]([C:30]([F:41])([F:40])[F:29])=[CH:32][CH:33]=3)[CH:13]=2)[N:8]([C:16]2[CH:21]=[CH:20][CH:19]=[C:18]([Cl:22])[CH:17]=2)[C:7]=1[CH2:23][C:24]([O:26][CH2:27][CH3:28])=[O:25])=[O:5])[CH3:2]. (7) Given the reactants [CH3:1][S:2][C:3]1[N:11]=[C:10]2[C:6]([N:7]=[CH:8][N:9]2[C@@H:12]2[O:24][C@H:23]([CH2:25][O:26]C(=O)C)[C@@H:18]([O:19]C(=O)C)[C@H:13]2[O:14]C(=O)C)=[C:5](Cl)[N:4]=1.[C:31]1([CH2:37][CH2:38][NH2:39])[CH:36]=[CH:35][CH:34]=[CH:33][CH:32]=1, predict the reaction product. The product is: [CH3:1][S:2][C:3]1[N:11]=[C:10]2[C:6]([N:7]=[CH:8][N:9]2[C@@H:12]2[O:24][C@H:23]([CH2:25][OH:26])[C@@H:18]([OH:19])[C@H:13]2[OH:14])=[C:5]([NH:39][CH2:38][CH2:37][C:31]2[CH:36]=[CH:35][CH:34]=[CH:33][CH:32]=2)[N:4]=1.